Dataset: Peptide-MHC class II binding affinity with 134,281 pairs from IEDB. Task: Regression. Given a peptide amino acid sequence and an MHC pseudo amino acid sequence, predict their binding affinity value. This is MHC class II binding data. (1) The peptide sequence is GCRCGKYPNLKKPTV. The MHC is DRB1_0101 with pseudo-sequence DRB1_0101. The binding affinity (normalized) is 0.402. (2) The peptide sequence is DKPFQNVNRITYGAC. The MHC is DRB1_0405 with pseudo-sequence DRB1_0405. The binding affinity (normalized) is 0.150.